Dataset: Full USPTO retrosynthesis dataset with 1.9M reactions from patents (1976-2016). Task: Predict the reactants needed to synthesize the given product. (1) Given the product [CH:12]1([N:15]2[C:16]3[CH:17]=[CH:18][CH:19]=[CH:20][C:21]=3[N:8]=[C:5]2[CH:4]([O:3][CH2:1][CH3:2])[O:9][CH2:10][CH3:11])[CH2:14][CH2:13]1, predict the reactants needed to synthesize it. The reactants are: [CH2:1]([O:3][CH:4]([O:9][CH2:10][CH3:11])[C:5](=[NH:8])OC)[CH3:2].[CH:12]1([NH:15][C:16]2[C:17](N)=[CH:18][CH:19]=[CH:20][CH:21]=2)[CH2:14][CH2:13]1. (2) Given the product [Br:1][C:2]1[CH:3]=[CH:4][C:5]([O:11][CH:12]([F:13])[F:14])=[C:6]([O:9][CH3:10])[C:7]=1[O:8][CH2:21][CH2:22][CH3:23], predict the reactants needed to synthesize it. The reactants are: [Br:1][C:2]1[C:7]([OH:8])=[C:6]([O:9][CH3:10])[C:5]([O:11][CH:12]([F:14])[F:13])=[CH:4][CH:3]=1.C(=O)([O-])[O-].[K+].[K+].[CH2:21](Br)[CH2:22][CH3:23].